Task: Predict the reactants needed to synthesize the given product.. Dataset: Full USPTO retrosynthesis dataset with 1.9M reactions from patents (1976-2016) (1) Given the product [F:1][C:2]1[CH:3]=[CH:4][C:5]([CH2:6][N:7]2[C:10]([CH3:12])([CH3:11])[C:9](=[O:13])[N:8]2[CH:14]2[CH:21]3[CH2:22][C:17]4([C:24]([NH2:36])=[O:25])[CH2:18][CH:19]([CH2:23][CH:15]2[CH2:16]4)[CH2:20]3)=[CH:27][CH:28]=1, predict the reactants needed to synthesize it. The reactants are: [F:1][C:2]1[CH:28]=[CH:27][C:5]([CH2:6][N:7]2[C:10]([CH3:12])([CH3:11])[C:9](=[O:13])[N:8]2[CH:14]2[CH:21]3[CH2:22][C:17]4([C:24](O)=[O:25])[CH2:18][CH:19]([CH2:23][CH:15]2[CH2:16]4)[CH2:20]3)=[CH:4][CH:3]=1.O.OC1C2N=N[NH:36]C=2C=CC=1.CCN=C=NCCCN(C)C.Cl.N. (2) Given the product [N:33]1[CH:34]=[CH:35][CH:36]=[C:31]([C:24]2[CH:25]=[C:26]([C:27]([F:30])([F:29])[F:28])[N:22]([C:19]3[N:18]=[N:17][C:16]([NH:15][C:14]([CH:10]4[CH2:11][CH2:12][CH2:13][NH:8][CH2:9]4)=[O:37])=[CH:21][CH:20]=3)[N:23]=2)[CH:32]=1, predict the reactants needed to synthesize it. The reactants are: C(OC([N:8]1[CH2:13][CH2:12][CH2:11][CH:10]([C:14](=[O:37])[NH:15][C:16]2[N:17]=[N:18][C:19]([N:22]3[C:26]([C:27]([F:30])([F:29])[F:28])=[CH:25][C:24]([C:31]4[CH:32]=[N:33][CH:34]=[CH:35][CH:36]=4)=[N:23]3)=[CH:20][CH:21]=2)[CH2:9]1)=O)(C)(C)C.FC(F)(F)S(O)(=O)=O. (3) Given the product [F:30][C:25]1[CH:26]=[C:27]2[C:22](=[CH:23][CH:24]=1)[C:21]1[CH:20]=[CH:19][CH:18]=[CH:17][C:16]=1[N:15]([S:12]([C:9]1[CH:8]=[CH:7][C:6]([OH:5])=[CH:11][CH:10]=1)(=[O:14])=[O:13])[CH:28]2[CH3:29], predict the reactants needed to synthesize it. The reactants are: C(=O)([O:5][C:6]1[CH:11]=[CH:10][C:9]([S:12]([N:15]2[CH:28]([CH3:29])[C:27]3[C:22](=[CH:23][CH:24]=[C:25]([F:30])[CH:26]=3)[C:21]3[CH:20]=[CH:19][CH:18]=[CH:17][C:16]2=3)(=[O:14])=[O:13])=[CH:8][CH:7]=1)OCC.[OH-].[Na+]. (4) Given the product [OH:9][CH2:10][C:11]1[N:15]([CH2:16][CH2:17][CH3:18])[CH:14]=[N:13][CH:12]=1, predict the reactants needed to synthesize it. The reactants are: [N+]([O-])(O)=O.N([O-])=O.[Na+].[OH:9][CH2:10][C:11]1[N:15]([CH2:16][CH2:17][CH3:18])[C:14](S)=[N:13][CH:12]=1.C(=O)([O-])[O-].[K+].[K+].